This data is from Forward reaction prediction with 1.9M reactions from USPTO patents (1976-2016). The task is: Predict the product of the given reaction. (1) Given the reactants C([O:5][C:6]([C@H:8]1[CH2:12][CH2:11][CH2:10][N:9]1[C:13](=[O:37])[CH2:14][CH2:15][N:16]([CH2:21][CH2:22][C:23]([N:25]1[CH2:29][CH2:28][CH2:27][C@@H:26]1[C:30]([O:32]C(C)(C)C)=[O:31])=[O:24])[CH2:17][CH2:18][O:19][CH3:20])=[O:7])(C)(C)C.[F:38][C:39]([F:44])([F:43])[C:40]([OH:42])=[O:41], predict the reaction product. The product is: [F:38][C:39]([F:44])([F:43])[C:40]([OH:42])=[O:41].[C:30]([C@H:26]1[CH2:27][CH2:28][CH2:29][N:25]1[C:23](=[O:24])[CH2:22][CH2:21][N:16]([CH2:17][CH2:18][O:19][CH3:20])[CH2:15][CH2:14][C:13]([N:9]1[CH2:10][CH2:11][CH2:12][C@@H:8]1[C:6]([OH:7])=[O:5])=[O:37])([OH:32])=[O:31]. (2) Given the reactants Br[CH2:2][C:3]1[C:8]([C:9]([O:11][C:12]([CH3:15])([CH3:14])[CH3:13])=[O:10])=[C:7]([O:16]C(OC(C)(C)C)=O)[C:6]([C:24]([F:27])([F:26])[F:25])=[CH:5][CH:4]=1.[Cl:28][C:29]1[N:34]=[CH:33][C:32]([OH:35])=[CH:31][CH:30]=1, predict the reaction product. The product is: [Cl:28][C:29]1[N:34]=[CH:33][C:32]([O:35][CH2:2][C:3]2[C:8]([C:9]([O:11][C:12]([CH3:15])([CH3:13])[CH3:14])=[O:10])=[C:7]([OH:16])[C:6]([C:24]([F:25])([F:26])[F:27])=[CH:5][CH:4]=2)=[CH:31][CH:30]=1. (3) Given the reactants Br[C:2]1[CH:3]=[C:4]2[N:10]=[C:9]([NH:11]C(=O)C)[S:8][C:5]2=[N:6][CH:7]=1.[CH3:15][C:16]1([CH3:40])[CH2:25][CH2:24][C:23]2[N:22]=[CH:21][N:20]=[C:19]([N:26]3[CH2:32][C:31]4[CH:33]=[C:34](B(O)O)[CH:35]=[CH:36][C:30]=4[O:29][CH2:28][CH2:27]3)[C:18]=2[CH2:17]1, predict the reaction product. The product is: [CH3:15][C:16]1([CH3:40])[CH2:25][CH2:24][C:23]2[N:22]=[CH:21][N:20]=[C:19]([N:26]3[CH2:32][C:31]4[CH:33]=[C:34]([C:2]5[CH:3]=[C:4]6[N:10]=[C:9]([NH2:11])[S:8][C:5]6=[N:6][CH:7]=5)[CH:35]=[CH:36][C:30]=4[O:29][CH2:28][CH2:27]3)[C:18]=2[CH2:17]1. (4) Given the reactants [CH:1]([C:3]1[CH:4]=[C:5](B(O)O)[CH:6]=[CH:7][CH:8]=1)=[O:2].Br[C:13]1[CH:14]=[CH:15][C:16]2[S:20][C:19]([CH3:21])=[N:18][C:17]=2[CH:22]=1.[O-]P([O-])([O-])=O.[K+].[K+].[K+], predict the reaction product. The product is: [CH3:21][C:19]1[S:20][C:16]2[CH:15]=[CH:14][C:13]([C:5]3[CH:4]=[C:3]([CH:8]=[CH:7][CH:6]=3)[CH:1]=[O:2])=[CH:22][C:17]=2[N:18]=1. (5) Given the reactants [Cl:1][C:2]1[CH:38]=[CH:37][C:5]([CH2:6][O:7][C:8]2[C:9]([O:35][CH3:36])=[CH:10][C:11]([CH:14]([C:16]3[C:24]4[C:19](=[N:20][CH:21]=[CH:22][CH:23]=4)[N:18]([Si](C(C)C)(C(C)C)C(C)C)[CH:17]=3)[OH:15])=[N:12][CH:13]=2)=[CH:4][CH:3]=1.CC(OI1(OC(C)=O)(OC(C)=O)OC(=O)C2C=CC=CC1=2)=O, predict the reaction product. The product is: [Cl:1][C:2]1[CH:38]=[CH:37][C:5]([CH2:6][O:7][C:8]2[C:9]([O:35][CH3:36])=[CH:10][C:11]([C:14]([C:16]3[C:24]4[C:19](=[N:20][CH:21]=[CH:22][CH:23]=4)[NH:18][CH:17]=3)=[O:15])=[N:12][CH:13]=2)=[CH:4][CH:3]=1. (6) Given the reactants [ClH:1].Cl.C(N(CC)CCNC([C:11]1[C:24]2[C:15](=[C:16]([NH:25][C:26]3[CH:31]=[CH:30][C:29]([NH:32][S:33]([CH3:36])(=[O:35])=[O:34])=[CH:28][C:27]=3[O:37][CH3:38])[C:17]3[C:22]([N:23]=2)=[CH:21][CH:20]=[CH:19][CH:18]=3)[CH:14]=[C:13](I)[CH:12]=1)=O)C.[Cl:42]C1C2C(N=C3C=1C=CC=C3[C:57]([NH:59][CH2:60][CH2:61][N:62]([CH2:65][CH3:66])[CH2:63][CH3:64])=[O:58])=C(I)C=CC=2.[K+].[Br-].C(N(CC)CCNC(C1NC2C(C=1)=CC([I:87])=CC=2)=O)C.C(N(CC)CCNC(C1N=C2C=CC=CN2C=1I)=O)C.Cl.C(N(CC)CCNC(C1SC2C=CC=C(I)C=2C=1)=O)C.C(N(CC)CCNC(C1SC2C=CC=C(I)C=2C=1)=O)C.IC1C=CC=C2C=1N=C1C(=C2)C=CC=C1C(OC)=O, predict the reaction product. The product is: [ClH:42].[ClH:1].[CH2:65]([N:62]([CH2:63][CH3:64])[CH2:61][CH2:60][NH:59][C:57]([C:21]1[C:22]2[C:17](=[C:16]([NH:25][C:26]3[CH:31]=[CH:30][C:29]([NH:32][S:33]([CH3:36])(=[O:34])=[O:35])=[CH:28][C:27]=3[O:37][CH3:38])[C:15]3[C:24]([N:23]=2)=[C:11]([I:87])[CH:12]=[CH:13][CH:14]=3)[CH:18]=[CH:19][CH:20]=1)=[O:58])[CH3:66]. (7) Given the reactants N(C(OC(C)(C)C)=O)=NC(OC(C)(C)C)=O.[O:17]1[CH2:22][CH2:21][CH:20](O)[CH2:19][CH2:18]1.[N+:24]([C:27]1[CH:28]=[N:29][NH:30][CH:31]=1)([O-:26])=[O:25].C1(P(C2C=CC=CC=2)C2C=CC=CC=2)C=CC=CC=1, predict the reaction product. The product is: [N+:24]([C:27]1[CH:28]=[N:29][N:30]([CH:20]2[CH2:21][CH2:22][O:17][CH2:18][CH2:19]2)[CH:31]=1)([O-:26])=[O:25].